Dataset: TCR-epitope binding with 47,182 pairs between 192 epitopes and 23,139 TCRs. Task: Binary Classification. Given a T-cell receptor sequence (or CDR3 region) and an epitope sequence, predict whether binding occurs between them. (1) Result: 0 (the TCR does not bind to the epitope). The epitope is TAFTIPSI. The TCR CDR3 sequence is CASSQQTGTIGGYTF. (2) The epitope is QYDPVAALF. The TCR CDR3 sequence is CASSPLDGRADTQYF. Result: 0 (the TCR does not bind to the epitope). (3) The epitope is FLNGSCGSV. The TCR CDR3 sequence is CASSYSGLLAQYF. Result: 1 (the TCR binds to the epitope). (4) The epitope is KRWIIMGLNK. The TCR CDR3 sequence is CASSFAGGAAGELFF. Result: 0 (the TCR does not bind to the epitope).